This data is from Forward reaction prediction with 1.9M reactions from USPTO patents (1976-2016). The task is: Predict the product of the given reaction. (1) Given the reactants [O:1]1[C:5]2[C:6]([C:10]([CH3:16])([CH3:15])[CH2:11][C:12]([OH:14])=O)=[CH:7][CH:8]=[CH:9][C:4]=2[CH2:3][CH2:2]1.Cl.[CH3:18][NH:19][O:20][CH3:21].Cl, predict the reaction product. The product is: [CH3:18][N:19]([O:20][CH3:21])[C:12](=[O:14])[CH2:11][C:10]([C:6]1[C:5]2[O:1][CH2:2][CH2:3][C:4]=2[CH:9]=[CH:8][CH:7]=1)([CH3:16])[CH3:15]. (2) Given the reactants [C:1]([CH2:4][CH2:5][C:6]1[C:7]([CH3:13])=[C:8]([CH:11]=O)[NH:9][CH:10]=1)([OH:3])=[O:2].[OH:14][C:15]1[CH:23]=[C:22]2[C:18]([CH2:19][C:20](=[O:24])[NH:21]2)=[CH:17][CH:16]=1.N1CCCCC1, predict the reaction product. The product is: [OH:14][C:15]1[CH:23]=[C:22]2[C:18]([C:19](=[CH:11][C:8]3[NH:9][CH:10]=[C:6]([CH2:5][CH2:4][C:1]([OH:3])=[O:2])[C:7]=3[CH3:13])[C:20](=[O:24])[NH:21]2)=[CH:17][CH:16]=1. (3) Given the reactants Br[C:2]1[CH:7]=[CH:6][C:5]([C:8]([N:10]2[CH2:15][CH2:14][N:13]([C:16]3[C:21]([CH3:22])=[CH:20][C:19]([CH3:23])=[CH:18][N:17]=3)[CH2:12][CH2:11]2)=[O:9])=[CH:4][C:3]=1[F:24].[O:25]1[CH2:29][CH2:28][NH:27][C:26]1=[O:30], predict the reaction product. The product is: [CH3:22][C:21]1[C:16]([N:13]2[CH2:14][CH2:15][N:10]([C:8]([C:5]3[CH:6]=[CH:7][C:2]([N:27]4[CH2:28][CH2:29][O:25][C:26]4=[O:30])=[C:3]([F:24])[CH:4]=3)=[O:9])[CH2:11][CH2:12]2)=[N:17][CH:18]=[C:19]([CH3:23])[CH:20]=1.